This data is from Forward reaction prediction with 1.9M reactions from USPTO patents (1976-2016). The task is: Predict the product of the given reaction. (1) Given the reactants [Br:1][C:2]1[CH:7]=[CH:6][C:5]([OH:8])=[CH:4][CH:3]=1.[Br:9][CH2:10][CH2:11][CH2:12][CH2:13]Br, predict the reaction product. The product is: [Br:1][C:2]1[CH:7]=[CH:6][C:5]([O:8][CH2:13][CH2:12][CH2:11][CH2:10][Br:9])=[CH:4][CH:3]=1. (2) Given the reactants Br[C:2]1[CH:3]=[CH:4][C:5]([C:8]2[N:12]([CH3:13])[C:11](=[O:14])[C:10]([CH3:16])([CH3:15])[N:9]=2)=[N:6][CH:7]=1.[F:17][C:18]1[CH:19]=[C:20]([C:24]#[CH:25])[CH:21]=[CH:22][CH:23]=1.C(N(CC)CC)C, predict the reaction product. The product is: [F:17][C:18]1[CH:19]=[C:20]([C:24]#[C:25][C:2]2[CH:3]=[CH:4][C:5]([C:8]3[N:12]([CH3:13])[C:11](=[O:14])[C:10]([CH3:16])([CH3:15])[N:9]=3)=[N:6][CH:7]=2)[CH:21]=[CH:22][CH:23]=1.